From a dataset of Catalyst prediction with 721,799 reactions and 888 catalyst types from USPTO. Predict which catalyst facilitates the given reaction. (1) Reactant: [CH2:1]([O:8][C:9]([N:11]1[C:14]2([CH2:19][CH2:18][CH2:17][NH:16][CH2:15]2)[CH2:13][CH2:12]1)=[O:10])[C:2]1[CH:7]=[CH:6][CH:5]=[CH:4][CH:3]=1.Cl[C:21]1[C:22]2[CH:29]=[CH:28][NH:27][C:23]=2[N:24]=[CH:25][N:26]=1.C(=O)([O-])[O-].[K+].[K+]. Product: [CH2:1]([O:8][C:9]([N:11]1[C:14]2([CH2:19][CH2:18][CH2:17][N:16]([C:21]3[C:22]4[CH:29]=[CH:28][NH:27][C:23]=4[N:24]=[CH:25][N:26]=3)[CH2:15]2)[CH2:13][CH2:12]1)=[O:10])[C:2]1[CH:3]=[CH:4][CH:5]=[CH:6][CH:7]=1. The catalyst class is: 6. (2) Reactant: [CH3:1][N:2]1[C:6]2[CH:7]=[CH:8][C:9]([N:11]3[CH:16]=[C:15]([C:17]([O:19]CC)=[O:18])[C:14](=[O:22])[N:13]([CH:23]4[C:32]5[C:27](=[C:28]([C:33]([F:36])([F:35])[F:34])[CH:29]=[CH:30][CH:31]=5)[CH2:26][CH2:25][CH2:24]4)[C:12]3=[O:37])=[CH:10][C:5]=2[O:4][C:3]1=[O:38].Cl.C(O)(=O)C. Product: [CH3:1][N:2]1[C:6]2[CH:7]=[CH:8][C:9]([N:11]3[CH:16]=[C:15]([C:17]([OH:19])=[O:18])[C:14](=[O:22])[N:13]([CH:23]4[C:32]5[C:27](=[C:28]([C:33]([F:36])([F:35])[F:34])[CH:29]=[CH:30][CH:31]=5)[CH2:26][CH2:25][CH2:24]4)[C:12]3=[O:37])=[CH:10][C:5]=2[O:4][C:3]1=[O:38]. The catalyst class is: 10. (3) Reactant: [Cl:1][C:2]1[C:10]([Cl:11])=[C:9]2[C:5]([CH2:6][C:7]([CH:14]3[CH2:18][CH2:17][CH2:16][CH2:15]3)([CH3:13])[C:8]2=O)=[CH:4][C:3]=1[OH:19].[CH3:20][O:21][C:22](=[O:31])[C:23]1[CH:28]=[CH:27][C:26]([CH2:29]Br)=[CH:25][CH:24]=1.C(=O)([O-])[O-:33].[K+].[K+]. Product: [CH3:20][O:21][C:22](=[O:31])[C:23]1[CH:28]=[CH:27][C:26]([C:29]([O:19][C:3]2[CH:4]=[C:5]3[C:9](=[C:10]([Cl:11])[C:2]=2[Cl:1])[CH2:8][C:7]([CH:14]2[CH2:18][CH2:17][CH2:16][CH2:15]2)([CH3:13])[CH2:6]3)=[O:33])=[CH:25][CH:24]=1. The catalyst class is: 21. (4) Reactant: [Cl:1][C:2]1[CH:26]=[CH:25][C:5]([CH2:6][NH:7][C:8]([C:10]2[C:11](=[O:24])[C:12]3[CH:19]=[C:18]([C:20]#[C:21][CH2:22][OH:23])[S:17][C:13]=3[N:14]([CH3:16])[CH:15]=2)=[O:9])=[CH:4][CH:3]=1.C(Cl)Cl.C(O)C. The catalyst class is: 29. Product: [Cl:1][C:2]1[CH:26]=[CH:25][C:5]([CH2:6][NH:7][C:8]([C:10]2[C:11](=[O:24])[C:12]3[CH:19]=[C:18]([CH2:20][CH2:21][CH2:22][OH:23])[S:17][C:13]=3[N:14]([CH3:16])[CH:15]=2)=[O:9])=[CH:4][CH:3]=1. (5) Reactant: [Br:1][C:2]1[CH:3]=[CH:4][C:5]([O:8][CH2:9][CH:10]2[CH2:15][CH2:14][N:13]([CH2:16][C:17]([CH3:20])(O)[CH3:18])[CH2:12][CH2:11]2)=[N:6][CH:7]=1.CCN(S(F)(F)[F:27])CC. The catalyst class is: 2. Product: [Br:1][C:2]1[CH:3]=[CH:4][C:5]([O:8][CH2:9][CH:10]2[CH2:15][CH2:14][N:13]([CH2:16][C:17]([F:27])([CH3:20])[CH3:18])[CH2:12][CH2:11]2)=[N:6][CH:7]=1.